Predict the reactants needed to synthesize the given product. From a dataset of Full USPTO retrosynthesis dataset with 1.9M reactions from patents (1976-2016). (1) Given the product [NH:7]1[C:15]2[C:10](=[CH:11][CH:12]=[C:13]3[CH2:19][CH2:18][CH2:17][CH2:16][C:14]3=2)[CH:9]=[CH:8]1, predict the reactants needed to synthesize it. The reactants are: [H-].[Al+3].[Li+].[H-].[H-].[H-].[NH:7]1[C:15]2[C:10](=[CH:11][CH:12]=[C:13]3[CH2:19][CH2:18][CH2:17][CH2:16][C:14]3=2)[C:9](=O)[C:8]1=O.O.[OH-].[Na+]. (2) Given the product [F:14][C:2]([F:1])([F:13])[C:3]1[CH:12]=[CH:11][C:6]2[N:7]=[C:8]([NH:10][C:51](=[O:52])[CH2:50][O:49][C:48]3[CH:54]=[C:44]([CH:43]4[N:39]([C:36](=[O:38])[CH3:37])[N:40]=[C:41]([C:57]5[CH:62]=[C:61]([O:63][CH3:64])[C:60]([O:65][CH3:66])=[C:59]([O:67][CH3:68])[CH:58]=5)[CH2:42]4)[CH:45]=[CH:46][C:47]=3[O:55][CH3:56])[S:9][C:5]=2[CH:4]=1, predict the reactants needed to synthesize it. The reactants are: [F:1][C:2]([F:14])([F:13])[C:3]1[CH:12]=[CH:11][C:6]2[N:7]=[C:8]([NH2:10])[S:9][C:5]=2[CH:4]=1.C(N=C=NCCCN(C)C)C.ON1C2C=CC=CC=2N=N1.[C:36]([N:39]1[CH:43]([C:44]2[CH:45]=[CH:46][C:47]([O:55][CH3:56])=[C:48]([CH:54]=2)[O:49][CH2:50][C:51](O)=[O:52])[CH2:42][C:41]([C:57]2[CH:62]=[C:61]([O:63][CH3:64])[C:60]([O:65][CH3:66])=[C:59]([O:67][CH3:68])[CH:58]=2)=[N:40]1)(=[O:38])[CH3:37].